From a dataset of hERG Central: cardiac toxicity at 1µM, 10µM, and general inhibition. Predict hERG channel inhibition at various concentrations. The compound is CCc1ccc(N2CC(C(=O)OCC(=O)Nc3ccc(C#N)cc3)CC2=O)cc1. Results: hERG_inhib (hERG inhibition (general)): blocker.